This data is from Forward reaction prediction with 1.9M reactions from USPTO patents (1976-2016). The task is: Predict the product of the given reaction. (1) Given the reactants [C:1]1([S:15](Cl)(=[O:17])=[O:16])[C:10]2[C:5](=[CH:6][CH:7]=[CH:8][CH:9]=2)[CH:4]=[C:3]([S:11](Cl)(=[O:13])=[O:12])[CH:2]=1.[Br:19][C:20]1[CH:21]=[C:22]([CH:24]=[CH:25][CH:26]=1)[NH2:23], predict the reaction product. The product is: [Br:19][C:20]1[CH:21]=[C:22]([NH:23][S:15]([C:1]2[C:10]3[C:5](=[CH:6][CH:7]=[CH:8][CH:9]=3)[CH:4]=[C:3]([S:11]([NH:23][C:22]3[CH:24]=[CH:25][CH:26]=[C:20]([Br:19])[CH:21]=3)(=[O:13])=[O:12])[CH:2]=2)(=[O:17])=[O:16])[CH:24]=[CH:25][CH:26]=1. (2) Given the reactants [OH:1][C:2]([C:27]1[N:32]=[CH:31][C:30]([C:33]([O:35]C)=[O:34])=[CH:29][CH:28]=1)([C:4]1[S:5][C:6]([C:9]2[CH:14]=[C:13]([NH:15][C:16]3[N:21]=[C:20]([C:22]([F:25])([F:24])[F:23])[CH:19]=[CH:18][N:17]=3)[CH:12]=[C:11]([CH3:26])[CH:10]=2)=[CH:7][N:8]=1)[CH3:3].[OH-].[Na+].Cl, predict the reaction product. The product is: [OH:1][C:2]([C:27]1[N:32]=[CH:31][C:30]([C:33]([OH:35])=[O:34])=[CH:29][CH:28]=1)([C:4]1[S:5][C:6]([C:9]2[CH:14]=[C:13]([NH:15][C:16]3[N:21]=[C:20]([C:22]([F:25])([F:24])[F:23])[CH:19]=[CH:18][N:17]=3)[CH:12]=[C:11]([CH3:26])[CH:10]=2)=[CH:7][N:8]=1)[CH3:3]. (3) The product is: [Cl:13][C:8]1[C:9]2[C:10](=[O:11])[NH:19][N:18]=[C:1]([CH3:2])[C:4]=2[N:5]([CH3:16])[C:6](=[O:15])[C:7]=1[CH3:14]. Given the reactants [C:1]([C:4]1[N:5]([CH3:16])[C:6](=[O:15])[C:7]([CH3:14])=[C:8]([Cl:13])[C:9]=1[C:10](O)=[O:11])(=O)[CH3:2].O.[NH2:18][NH2:19].Cl, predict the reaction product. (4) The product is: [Br:32][CH2:22][C:20]1[CH:19]=[CH:18][C:17]2[N:16]([N:15]=[C:14]([C:24]3[CH:25]=[CH:26][C:27]([F:30])=[CH:28][CH:29]=3)[C:13]=2[C:11]2[CH:10]=[CH:9][N:8]=[C:7]([NH:6][CH:1]3[CH2:5][CH2:4][CH2:3][CH2:2]3)[N:12]=2)[CH:21]=1. Given the reactants [CH:1]1([NH:6][C:7]2[N:12]=[C:11]([C:13]3[C:14]([C:24]4[CH:29]=[CH:28][C:27]([F:30])=[CH:26][CH:25]=4)=[N:15][N:16]4[CH:21]=[C:20]([CH2:22]O)[CH:19]=[CH:18][C:17]=34)[CH:10]=[CH:9][N:8]=2)[CH2:5][CH2:4][CH2:3][CH2:2]1.P(Br)(Br)[Br:32], predict the reaction product. (5) The product is: [Cl:1][C:2]1[C:3]([N:13]2[CH2:18][CH2:17][N:16]([C:20]([NH:19][C:22]3[C:27]([O:28][CH3:29])=[CH:26][CH:25]=[CH:24][C:23]=3[O:30][CH3:31])=[O:21])[CH2:15][CH2:14]2)=[N:4][CH:5]=[C:6]([CH:12]=1)[C:7]([O:9][CH2:10][CH3:11])=[O:8]. Given the reactants [Cl:1][C:2]1[C:3]([N:13]2[CH2:18][CH2:17][NH:16][CH2:15][CH2:14]2)=[N:4][CH:5]=[C:6]([CH:12]=1)[C:7]([O:9][CH2:10][CH3:11])=[O:8].[N:19]([C:22]1[C:27]([O:28][CH3:29])=[CH:26][CH:25]=[CH:24][C:23]=1[O:30][CH3:31])=[C:20]=[O:21], predict the reaction product. (6) Given the reactants [F:1][C:2]1[CH:3]=[C:4]2[C:9](=[CH:10][CH:11]=1)[N:8]=[C:7]([O:12][CH3:13])[C:6]([NH:14][C:15](=[O:19])OCC)=[N:5]2.[CH3:20][C:21]1[CH:26]=[CH:25][CH:24]=[CH:23][C:22]=1[N:27]1[CH2:32][CH2:31][NH:30][CH2:29][CH2:28]1, predict the reaction product. The product is: [F:1][C:2]1[CH:3]=[C:4]2[C:9](=[CH:10][CH:11]=1)[N:8]=[C:7]([O:12][CH3:13])[C:6]([NH:14][C:15]([N:30]1[CH2:31][CH2:32][N:27]([C:22]3[CH:23]=[CH:24][CH:25]=[CH:26][C:21]=3[CH3:20])[CH2:28][CH2:29]1)=[O:19])=[N:5]2. (7) Given the reactants [CH:1]1([C:7]2[CH:12]=[CH:11][C:10]([C:13](=[O:15])[CH3:14])=[CH:9][CH:8]=2)[CH2:6][CH2:5][CH2:4][CH2:3][CH2:2]1.II.[CH2:18]([O:20][C:21](=[O:24])[CH2:22]Br)[CH3:19].Cl, predict the reaction product. The product is: [OH:15][C:13]([C:10]1[CH:9]=[CH:8][C:7]([CH:1]2[CH2:6][CH2:5][CH2:4][CH2:3][CH2:2]2)=[CH:12][CH:11]=1)([CH3:14])[CH2:22][C:21]([O:20][CH2:18][CH3:19])=[O:24].